Dataset: Full USPTO retrosynthesis dataset with 1.9M reactions from patents (1976-2016). Task: Predict the reactants needed to synthesize the given product. Given the product [CH2:39]([NH:1][C@@:2]1([CH2:34][CH2:35][CH:36]([CH3:37])[CH3:38])[C:11]2[C:6](=[CH:7][CH:8]=[CH:9][CH:10]=2)[C:5]([OH:12])=[C:4]([C:13]2[NH:18][C:17]3[CH:19]=[CH:20][C:21]([NH:23][S:77]([CH3:76])(=[O:79])=[O:78])=[CH:22][C:16]=3[S:15](=[O:32])(=[O:31])[N:14]=2)[C:3]1=[O:33])[C:40]1[CH:45]=[CH:44][CH:43]=[CH:42][CH:41]=1, predict the reactants needed to synthesize it. The reactants are: [NH2:1][C@@:2]1([CH2:34][CH2:35][CH:36]([CH3:38])[CH3:37])[C:11]2[C:6](=[CH:7][CH:8]=[CH:9][CH:10]=2)[C:5]([OH:12])=[C:4]([C:13]2[NH:18][C:17]3[CH:19]=[CH:20][C:21]([NH:23]C(=O)OC(C)(C)C)=[CH:22][C:16]=3[S:15](=[O:32])(=[O:31])[N:14]=2)[C:3]1=[O:33].[CH:39](=O)[C:40]1[CH:45]=[CH:44][CH:43]=[CH:42][CH:41]=1.C(O)(=O)C.C(O[BH-](OC(=O)C)OC(=O)C)(=O)C.[Na+].C([O-])(O)=O.[Na+].N1C=CC=CC=1.[CH3:76][S:77](Cl)(=[O:79])=[O:78].